This data is from Reaction yield outcomes from USPTO patents with 853,638 reactions. The task is: Predict the reaction yield, written as a fraction of the theoretical maximum amount of product (1.0 means a 100% yield; for example, 0.34 means a 34% yield). The reactants are [N:1]1[C:2]([CH:14]=O)=[N:3][N:4]2[CH:13]=[CH:12][C:11]3[N:10]=[CH:9][CH:8]=[CH:7][C:6]=3[C:5]=12.[Cl-].[CH3:17][C:18]1[N:23]2[N:24]=[C:25]([CH2:27][P+](C3C=CC=CC=3)(C3C=CC=CC=3)C3C=CC=CC=3)[N:26]=[C:22]2[CH:21]=[CH:20][CH:19]=1.C1CCN2C(=NCCC2)CC1. The catalyst is C1COCC1.C(Cl)Cl. The product is [CH3:17][C:18]1[N:23]2[N:24]=[C:25](/[CH:27]=[CH:14]/[C:2]3[N:1]=[C:5]4[C:6]5[CH:7]=[CH:8][CH:9]=[N:10][C:11]=5[CH:12]=[CH:13][N:4]4[N:3]=3)[N:26]=[C:22]2[CH:21]=[CH:20][CH:19]=1. The yield is 0.520.